From a dataset of Forward reaction prediction with 1.9M reactions from USPTO patents (1976-2016). Predict the product of the given reaction. Given the reactants Cl.Cl.[O:3]1[C:8]2=[CH:9][CH:10]=[CH:11][C:7]2=[CH:6][C:5]([CH:12]2[CH2:17][CH2:16][CH2:15][CH2:14][N:13]2[CH2:18][CH2:19][C@H:20]2[CH2:25][CH2:24][C@H:23]([NH2:26])[CH2:22][CH2:21]2)=[CH:4]1.[CH2:27]([S:29](Cl)(=[O:31])=[O:30])[CH3:28], predict the reaction product. The product is: [O:3]1[C:8]2=[CH:9][CH:10]=[CH:11][C:7]2=[CH:6][C:5]([CH:12]2[CH2:17][CH2:16][CH2:15][CH2:14][N:13]2[CH2:18][CH2:19][C@H:20]2[CH2:21][CH2:22][C@H:23]([NH:26][S:29]([CH2:27][CH3:28])(=[O:31])=[O:30])[CH2:24][CH2:25]2)=[CH:4]1.